Dataset: Forward reaction prediction with 1.9M reactions from USPTO patents (1976-2016). Task: Predict the product of the given reaction. Given the reactants [CH2:1]([O:3][C:4]([C:6]1[CH:7]=[N:8][C:9]2[C:14]([C:15]=1Cl)=[CH:13][CH:12]=[CH:11][C:10]=2[O:17][CH3:18])=[O:5])[CH3:2].[C:19]([O:23][C:24]([N:26]1[CH2:30][CH2:29][C@H:28]([NH2:31])[CH2:27]1)=[O:25])([CH3:22])([CH3:21])[CH3:20], predict the reaction product. The product is: [CH2:1]([O:3][C:4]([C:6]1[CH:7]=[N:8][C:9]2[C:14]([C:15]=1[NH:31][C@H:28]1[CH2:29][CH2:30][N:26]([C:24]([O:23][C:19]([CH3:22])([CH3:21])[CH3:20])=[O:25])[CH2:27]1)=[CH:13][CH:12]=[CH:11][C:10]=2[O:17][CH3:18])=[O:5])[CH3:2].